Dataset: Full USPTO retrosynthesis dataset with 1.9M reactions from patents (1976-2016). Task: Predict the reactants needed to synthesize the given product. (1) Given the product [O:25]1[C:29]2[CH:30]=[CH:31][C:32]([C:2]3[N:7]4[N:8]=[CH:9][CH:10]=[C:6]4[N:5]=[C:4]([NH:12][C:13](=[O:24])[C:14]4[CH:19]=[CH:18][C:17]([C:20]([OH:23])([CH3:22])[CH3:21])=[CH:16][CH:15]=4)[CH:3]=3)=[CH:33][C:28]=2[O:27][CH2:26]1, predict the reactants needed to synthesize it. The reactants are: Cl[C:2]1[N:7]2[N:8]=[C:9](C)[CH:10]=[C:6]2[N:5]=[C:4]([NH:12][C:13](=[O:24])[C:14]2[CH:19]=[CH:18][C:17]([C:20]([OH:23])([CH3:22])[CH3:21])=[CH:16][CH:15]=2)[CH:3]=1.[O:25]1[C:29]2[CH:30]=[CH:31][C:32](B(O)O)=[CH:33][C:28]=2[O:27][CH2:26]1.O1CCOCC1. (2) Given the product [NH:27]1[C:23]2=[N:24][CH:25]=[CH:26][C:21]([C:9]3[CH:17]=[C:16]4[C:12]([CH2:13][CH2:14][C:15]4=[O:18])=[CH:11][CH:10]=3)=[C:22]2[CH:29]=[N:28]1, predict the reactants needed to synthesize it. The reactants are: CC1(C)C(C)(C)OB([C:9]2[CH:17]=[C:16]3[C:12]([CH2:13][CH2:14][C:15]3=[O:18])=[CH:11][CH:10]=2)O1.I[C:21]1[CH:26]=[CH:25][N:24]=[C:23]2[NH:27][N:28]=[CH:29][C:22]=12.C(=O)([O-])[O-].[Na+].[Na+].